Dataset: Reaction yield outcomes from USPTO patents with 853,638 reactions. Task: Predict the reaction yield, written as a fraction of the theoretical maximum amount of product (1.0 means a 100% yield; for example, 0.34 means a 34% yield). The reactants are [Br:1][CH2:2][CH2:3][O:4][C:5]1[CH:12]=[CH:11][C:8](C#N)=[CH:7][C:6]=1[F:13].[C:14](=[O:17])(O)[O-:15].[Na+]. The catalyst is O.S(=O)(=O)(O)O. The product is [Br:1][CH2:2][CH2:3][O:4][C:5]1[CH:12]=[CH:11][C:8]([C:14]([OH:15])=[O:17])=[CH:7][C:6]=1[F:13]. The yield is 0.650.